This data is from NCI-60 drug combinations with 297,098 pairs across 59 cell lines. The task is: Regression. Given two drug SMILES strings and cell line genomic features, predict the synergy score measuring deviation from expected non-interaction effect. (1) Synergy scores: CSS=11.3, Synergy_ZIP=-5.75, Synergy_Bliss=-5.58, Synergy_Loewe=-5.48, Synergy_HSA=-6.13. Drug 2: C1CC(C1)(C(=O)O)C(=O)O.[NH2-].[NH2-].[Pt+2]. Cell line: NCI-H522. Drug 1: C1=CC(=CC=C1C#N)C(C2=CC=C(C=C2)C#N)N3C=NC=N3. (2) Drug 1: CNC(=O)C1=CC=CC=C1SC2=CC3=C(C=C2)C(=NN3)C=CC4=CC=CC=N4. Drug 2: C1C(C(OC1N2C=NC3=C2NC=NCC3O)CO)O. Cell line: SR. Synergy scores: CSS=66.9, Synergy_ZIP=5.46, Synergy_Bliss=4.94, Synergy_Loewe=1.68, Synergy_HSA=7.32. (3) Drug 1: C1=CC(=C2C(=C1NCCNCCO)C(=O)C3=C(C=CC(=C3C2=O)O)O)NCCNCCO. Drug 2: CCN(CC)CCNC(=O)C1=C(NC(=C1C)C=C2C3=C(C=CC(=C3)F)NC2=O)C. Cell line: A549. Synergy scores: CSS=46.1, Synergy_ZIP=4.84, Synergy_Bliss=4.27, Synergy_Loewe=-17.7, Synergy_HSA=3.80.